From a dataset of Forward reaction prediction with 1.9M reactions from USPTO patents (1976-2016). Predict the product of the given reaction. (1) Given the reactants [C:1]([O:5][C:6]([NH:8][C@:9]1([C:14]([OH:16])=O)[CH2:11][C@H:10]1[CH:12]=[CH2:13])=[O:7])([CH3:4])([CH3:3])[CH3:2].C1N=CN(C(N2C=NC=C2)=O)C=1.[CH3:29][C:30]1([S:33]([NH2:36])(=[O:35])=[O:34])[CH2:32][CH2:31]1.C1CCN2C(=NCCC2)CC1, predict the reaction product. The product is: [CH3:29][C:30]1([S:33]([NH:36][C:14]([C@@:9]2([NH:8][C:6](=[O:7])[O:5][C:1]([CH3:2])([CH3:3])[CH3:4])[CH2:11][C@H:10]2[CH:12]=[CH2:13])=[O:16])(=[O:35])=[O:34])[CH2:32][CH2:31]1. (2) Given the reactants [CH2:1]([N:8]1[C:17]2[C:12](=[C:13]([N:19]3[CH2:24][CH2:23][N:22]([CH3:25])[CH2:21][CH2:20]3)[CH:14]=[C:15]([Cl:18])[CH:16]=2)[C:11](=[O:26])[N:10]([CH2:27][C:28]2[CH:33]=[CH:32][CH:31]=[CH:30][C:29]=2[N+:34]([O-])=O)[C:9]1=[O:37])[C:2]1[CH:7]=[CH:6][CH:5]=[CH:4][CH:3]=1.C, predict the reaction product. The product is: [NH2:34][C:29]1[CH:30]=[CH:31][CH:32]=[CH:33][C:28]=1[CH2:27][N:10]1[C:11](=[O:26])[C:12]2[C:17](=[CH:16][C:15]([Cl:18])=[CH:14][C:13]=2[N:19]2[CH2:24][CH2:23][N:22]([CH3:25])[CH2:21][CH2:20]2)[N:8]([CH2:1][C:2]2[CH:7]=[CH:6][CH:5]=[CH:4][CH:3]=2)[C:9]1=[O:37]. (3) Given the reactants [C:1](/[C:3](/[C:27]1[CH:32]=[CH:31][C:30]([O:33][CH3:34])=[C:29]([O:35][CH3:36])[CH:28]=1)=[CH:4]\[C:5]1[S:9][C:8]([N:10]2[CH2:15][CH2:14][CH:13]([O:16][C:17](=[O:26])[CH2:18][N:19]3[CH2:24][CH2:23]C(O)[CH2:21][CH2:20]3)[CH2:12][CH2:11]2)=[CH:7][CH:6]=1)#[N:2].[CH3:37][N:38]1CCNCC1, predict the reaction product. The product is: [C:1](/[C:3](/[C:27]1[CH:32]=[CH:31][C:30]([O:33][CH3:34])=[C:29]([O:35][CH3:36])[CH:28]=1)=[CH:4]\[C:5]1[S:9][C:8]([N:10]2[CH2:11][CH2:12][CH:13]([O:16][C:17](=[O:26])[CH2:18][N:19]3[CH2:20][CH2:21][N:38]([CH3:37])[CH2:23][CH2:24]3)[CH2:14][CH2:15]2)=[CH:7][CH:6]=1)#[N:2].